Predict the product of the given reaction. From a dataset of Forward reaction prediction with 1.9M reactions from USPTO patents (1976-2016). (1) Given the reactants C[O:2][C:3]([C:5]1[CH2:6][N:7]([C:29]([O:31][C:32]([CH3:35])([CH3:34])[CH3:33])=[O:30])[CH2:8][CH2:9][C:10]=1[C:11]1[CH:16]=[CH:15][C:14]([CH2:17][CH2:18][O:19][C:20]2[CH:25]=[C:24]([CH3:26])[CH:23]=[C:22]([CH3:27])[C:21]=2[CH3:28])=[CH:13][CH:12]=1)=[O:4].[OH-].[Na+], predict the reaction product. The product is: [C:32]([O:31][C:29]([N:7]1[CH2:8][CH2:9][C:10]([C:11]2[CH:12]=[CH:13][C:14]([CH2:17][CH2:18][O:19][C:20]3[CH:25]=[C:24]([CH3:26])[CH:23]=[C:22]([CH3:27])[C:21]=3[CH3:28])=[CH:15][CH:16]=2)=[C:5]([C:3]([OH:4])=[O:2])[CH2:6]1)=[O:30])([CH3:35])([CH3:33])[CH3:34]. (2) The product is: [CH3:31][C:9]1[C:8]([C:4]2[CH:3]=[C:2]([NH:1][C:41](=[O:44])[CH:42]=[CH2:43])[CH:7]=[CH:6][CH:5]=2)=[C:17]2[C:12]([CH:13]=[N:14][C:15]([NH:18][C:19]3[CH:20]=[CH:21][C:22]([N:25]4[CH2:30][CH2:29][O:28][CH2:27][CH2:26]4)=[CH:23][CH:24]=3)=[N:16]2)=[CH:11][CH:10]=1. Given the reactants [NH2:1][C:2]1[CH:3]=[C:4]([C:8]2[C:9]([CH3:31])=[CH:10][CH:11]=[C:12]3[C:17]=2[N:16]=[C:15]([NH:18][C:19]2[CH:24]=[CH:23][C:22]([N:25]4[CH2:30][CH2:29][O:28][CH2:27][CH2:26]4)=[CH:21][CH:20]=2)[N:14]=[CH:13]3)[CH:5]=[CH:6][CH:7]=1.CCN(C(C)C)C(C)C.[C:41](Cl)(=[O:44])[CH:42]=[CH2:43], predict the reaction product.